Dataset: Full USPTO retrosynthesis dataset with 1.9M reactions from patents (1976-2016). Task: Predict the reactants needed to synthesize the given product. (1) Given the product [F:30][C:31]([F:37])([F:36])[O:32][CH2:33][CH2:34][NH:35][C:11]([C:9]1[CH:8]=[CH:7][C:6]2[N:2]([CH3:1])[C:3]([NH:14][C:15]3[S:16][C:17]4[CH:23]=[C:22]([O:24][C:25]([F:28])([F:26])[F:27])[CH:21]=[CH:20][C:18]=4[N:19]=3)=[N:4][C:5]=2[CH:10]=1)=[O:12], predict the reactants needed to synthesize it. The reactants are: [CH3:1][N:2]1[C:6]2[CH:7]=[CH:8][C:9]([C:11](O)=[O:12])=[CH:10][C:5]=2[N:4]=[C:3]1[NH:14][C:15]1[S:16][C:17]2[CH:23]=[C:22]([O:24][C:25]([F:28])([F:27])[F:26])[CH:21]=[CH:20][C:18]=2[N:19]=1.Cl.[F:30][C:31]([F:37])([F:36])[O:32][CH2:33][CH2:34][NH2:35].CN(C(ON1N=NC2C=CC=CC1=2)=[N+](C)C)C.F[P-](F)(F)(F)(F)F.CCN(C(C)C)C(C)C. (2) Given the product [Br:1][C:2]1[N:3]2[N:25]=[C:17]([NH:14][C:19](=[O:21])[CH3:20])[N:10]=[C:4]2[CH:5]=[CH:6][CH:7]=1, predict the reactants needed to synthesize it. The reactants are: [Br:1][C:2]1[CH:7]=[CH:6][C:5]2=NN(N)[N:10]=[C:4]2[N:3]=1.CC[N:14]([CH2:17]C)CC.[C:19](Cl)(=[O:21])[CH3:20].CC#[N:25]. (3) Given the product [CH2:1]([C:9]1[CH:10]=[CH:11][C:12]([O:15][CH2:23][C:24]([O:26][CH2:27][CH3:28])=[O:25])=[CH:13][CH:14]=1)[CH2:2][CH2:3][CH2:4][CH2:5][CH2:6][CH2:7][CH3:8], predict the reactants needed to synthesize it. The reactants are: [CH2:1]([C:9]1[CH:14]=[CH:13][C:12]([OH:15])=[CH:11][CH:10]=1)[CH2:2][CH2:3][CH2:4][CH2:5][CH2:6][CH2:7][CH3:8].C([O-])([O-])=O.[K+].[K+].Br[CH2:23][C:24]([O:26][CH2:27][CH3:28])=[O:25].